The task is: Predict the reaction yield, written as a fraction of the theoretical maximum amount of product (1.0 means a 100% yield; for example, 0.34 means a 34% yield).. This data is from Reaction yield outcomes from USPTO patents with 853,638 reactions. (1) The reactants are [CH3:1][C@:2]12[C@@:19]3([CH3:20])[C@@H:10]([C@:11]4([CH3:33])[C@@H:16]([CH2:17][CH2:18]3)[C:15]([CH3:22])([CH3:21])[C:14]([C:23]3[CH:32]=[CH:31][C:26]([C:27]([O:29]C)=[O:28])=[CH:25][CH:24]=3)=[CH:13][CH2:12]4)[CH2:9][CH2:8][C@@H:7]1[C@H:6]1[C@H:34]([C:37]([CH3:39])=[CH2:38])[CH2:35][CH2:36][C@:5]1([NH:40][CH2:41][CH2:42][NH:43][C:44]1[N:45]=[N:46][CH:47]=[CH:48][CH:49]=1)[CH2:4][CH2:3]2.O.[OH-].[Li+].C1COCC1.C(O)(C(F)(F)F)=O. The catalyst is O.CO. The product is [CH3:1][C@:2]12[C@@:19]3([CH3:20])[C@@H:10]([C@:11]4([CH3:33])[C@@H:16]([CH2:17][CH2:18]3)[C:15]([CH3:21])([CH3:22])[C:14]([C:23]3[CH:24]=[CH:25][C:26]([C:27]([OH:29])=[O:28])=[CH:31][CH:32]=3)=[CH:13][CH2:12]4)[CH2:9][CH2:8][C@@H:7]1[C@H:6]1[C@H:34]([C:37]([CH3:39])=[CH2:38])[CH2:35][CH2:36][C@:5]1([NH:40][CH2:41][CH2:42][NH:43][C:44]1[N:45]=[N:46][CH:47]=[CH:48][CH:49]=1)[CH2:4][CH2:3]2. The yield is 1.00. (2) The reactants are COC(=O)CCC(C)=[CH:7][CH2:8][C:9]1[C:10]([O:22][CH2:23][CH2:24][Si:25]([CH3:28])([CH3:27])[CH3:26])=[C:11]2[C:15](=[C:16]([CH3:20])[C:17]=1[O:18][CH3:19])[CH2:14][O:13][C:12]2=[O:21].N1C=CC=CC=1.NC(N)=S.C[OH:42]. The catalyst is C(Cl)Cl. The product is [CH3:19][O:18][C:17]1[C:16]([CH3:20])=[C:15]2[C:11]([C:12](=[O:21])[O:13][CH2:14]2)=[C:10]([O:22][CH2:23][CH2:24][Si:25]([CH3:27])([CH3:26])[CH3:28])[C:9]=1[CH2:8][CH:7]=[O:42]. The yield is 0.750. (3) The reactants are [NH2:1][CH2:2][CH:3]([CH3:16])[C:4]([NH:6][CH2:7][C:8]1[CH:13]=[CH:12][C:11]([C:14]#[N:15])=[CH:10][CH:9]=1)=[O:5].[CH2:17]([N:19]1[C:31]2[CH:30]=[CH:29][C:28]([C:32](O)=[O:33])=[CH:27][C:26]=2[C:25]2[C:20]1=[CH:21][CH:22]=[CH:23][CH:24]=2)[CH3:18].CN(C(ON1N=NC2C=CC=NC1=2)=[N+](C)C)C.F[P-](F)(F)(F)(F)F.O. The catalyst is CN(C=O)C. The product is [C:14]([C:11]1[CH:10]=[CH:9][C:8]([CH2:7][NH:6][C:4](=[O:5])[CH:3]([CH3:16])[CH2:2][NH:1][C:32]([C:28]2[CH:29]=[CH:30][C:31]3[N:19]([CH2:17][CH3:18])[C:20]4[C:25]([C:26]=3[CH:27]=2)=[CH:24][CH:23]=[CH:22][CH:21]=4)=[O:33])=[CH:13][CH:12]=1)#[N:15]. The yield is 0.699. (4) The reactants are C(OC(=O)[NH:7][CH:8]([C:28](=[O:32])[N:29]([CH3:31])[CH3:30])[CH2:9][C:10]1[CH:15]=[CH:14][C:13]([C:16]2[CH:21]=[CH:20][C:19]([CH2:22][CH2:23][C:24](=[O:27])[NH:25][OH:26])=[CH:18][CH:17]=2)=[CH:12][CH:11]=1)(C)(C)C.C(Cl)[Cl:35]. No catalyst specified. The product is [ClH:35].[NH2:7][CH:8]([CH2:9][C:10]1[CH:15]=[CH:14][C:13]([C:16]2[CH:17]=[CH:18][C:19]([CH2:22][CH2:23][C:24](=[O:27])[NH:25][OH:26])=[CH:20][CH:21]=2)=[CH:12][CH:11]=1)[C:28]([N:29]([CH3:31])[CH3:30])=[O:32]. The yield is 0.880. (5) The reactants are CN1CCOCC1.[NH:8]1[C:12]2[CH:13]=[CH:14][C:15]([C:17]([OH:19])=O)=[CH:16][C:11]=2[N:10]=[N:9]1.F[P-](F)(F)(F)(F)F.N1(OC(N(C)C)=[N+](C)C)[C:31]2[N:32]=[CH:33][CH:34]=[CH:35][C:30]=2N=N1.[F:44][C:45]([F:56])([F:55])[O:46][C:47]1[CH:52]=[CH:51][C:50]([CH2:53][OH:54])=[CH:49][CH:48]=1.[C:57]([N:64]1[CH:68]=[CH:67]N=[CH:65]1)(N1C=CN=C1)=[O:58]. The catalyst is CN(C)C=O. The product is [F:44][C:45]([F:55])([F:56])[O:46][C:47]1[CH:48]=[CH:49][C:50]([CH2:53][O:54][C:57]([N:64]2[CH2:65][C@H:30]3[C@H:35]4[C@@H:34]([C@H:67]3[CH2:68]2)[CH2:33][N:32]([C:17]([C:15]2[CH:14]=[CH:13][C:12]3[NH:8][N:9]=[N:10][C:11]=3[CH:16]=2)=[O:19])[CH2:31]4)=[O:58])=[CH:51][CH:52]=1. The yield is 0.260. (6) The product is [C:1]([C:5]1[NH:6][C:7]2[C:12]([CH:13]=1)=[C:11]([F:14])[C:10]([N+:15]([O-:17])=[O:16])=[CH:9][CH:8]=2)([CH3:4])([CH3:2])[CH3:3]. The reactants are [C:1]([C:5]1[NH:6][C:7]2[C:12]([CH:13]=1)=[C:11]([F:14])[CH:10]=[CH:9][CH:8]=2)([CH3:4])([CH3:3])[CH3:2].[N+:15]([O-])([O-:17])=[O:16].[K+].O. The catalyst is OS(O)(=O)=O. The yield is 0.730.